Dataset: Reaction yield outcomes from USPTO patents with 853,638 reactions. Task: Predict the reaction yield, written as a fraction of the theoretical maximum amount of product (1.0 means a 100% yield; for example, 0.34 means a 34% yield). (1) The catalyst is C(Cl)Cl. The reactants are C(=O)([O-])[O-].[K+].[K+].C([C@](C(O)=O)(O)[C@](C(=O)C1C=CC=CC=1)(O)C(O)=O)(=O)C1C=CC=CC=1.[CH3:33][C@@H:34]1[NH:39][CH2:38][C@@H:37]([C:40]([O:42][CH3:43])=[O:41])[CH2:36][CH2:35]1. The yield is 0.500. The product is [CH3:33][C@@H:34]1[NH:39][CH2:38][C@@H:37]([C:40]([O:42][CH3:43])=[O:41])[CH2:36][CH2:35]1. (2) The reactants are [O:1]=[C:2]1[C:7]2[C:8]([C:13]3[CH:18]=[CH:17][CH:16]=[CH:15][CH:14]=3)=[C:9](C=O)[NH:10][C:6]=2[CH2:5][CH2:4][NH:3]1.[Br:19][C:20]1[CH:21]=[C:22]2[C:26](=[CH:27][CH:28]=1)[NH:25][C:24](=[O:29])[CH2:23]2.N1CCCC[CH2:31]1.CN(C)C=O. The catalyst is C(O)C. The product is [Br:19][C:20]1[CH:21]=[C:22]2[C:26](=[CH:27][CH:28]=1)[NH:25][C:24](=[O:29])[C:23]2=[CH:31][N:10]1[C:6]2[CH2:5][CH2:4][NH:3][C:2](=[O:1])[C:7]=2[C:8]([C:13]2[CH:14]=[CH:15][CH:16]=[CH:17][CH:18]=2)=[CH:9]1. The yield is 0.880.